This data is from Catalyst prediction with 721,799 reactions and 888 catalyst types from USPTO. The task is: Predict which catalyst facilitates the given reaction. Reactant: [C:1]([O:5][C:6]([N:8]1[CH2:12][C@H:11]([CH:13]=O)[C@@H:10]([CH2:15][C:16]2[CH:21]=[CH:20][CH:19]=[CH:18][CH:17]=2)[CH2:9]1)=[O:7])([CH3:4])([CH3:3])[CH3:2].[CH:22]([NH2:25])([CH3:24])[CH3:23].C(O[BH-](OC(=O)C)OC(=O)C)(=O)C.[Na+]. Product: [C:1]([O:5][C:6]([N:8]1[CH2:12][C@H:11]([CH2:13][NH:25][CH:22]([CH3:24])[CH3:23])[C@@H:10]([CH2:15][C:16]2[CH:21]=[CH:20][CH:19]=[CH:18][CH:17]=2)[CH2:9]1)=[O:7])([CH3:4])([CH3:3])[CH3:2]. The catalyst class is: 26.